Dataset: Forward reaction prediction with 1.9M reactions from USPTO patents (1976-2016). Task: Predict the product of the given reaction. (1) Given the reactants [CH:1]1([O:6][C:7](=[O:47])[C@@H:8]([NH:16][CH2:17][C:18]2[CH:23]=[CH:22][C:21]([CH2:24][NH:25][CH2:26][C:27]3[CH:28]=[CH:29][C:30]4[CH:34]=[C:33]([C:35](=[O:45])[NH:36][O:37]C(OCC(C)C)C)[S:32][C:31]=4[CH:46]=3)=[CH:20][CH:19]=2)[CH2:9][C:10]2[CH:15]=[CH:14][CH:13]=[CH:12][CH:11]=2)[CH2:5][CH2:4][CH2:3][CH2:2]1.CO.C(O)(C(F)(F)F)=O, predict the reaction product. The product is: [CH:1]1([O:6][C:7](=[O:47])[C@@H:8]([NH:16][CH2:17][C:18]2[CH:23]=[CH:22][C:21]([CH2:24][NH:25][CH2:26][C:27]3[CH:28]=[CH:29][C:30]4[CH:34]=[C:33]([C:35](=[O:45])[NH:36][OH:37])[S:32][C:31]=4[CH:46]=3)=[CH:20][CH:19]=2)[CH2:9][C:10]2[CH:15]=[CH:14][CH:13]=[CH:12][CH:11]=2)[CH2:5][CH2:4][CH2:3][CH2:2]1. (2) Given the reactants [CH2:1]([CH:18]([CH:39]([OH:57])[CH2:40][CH2:41][CH2:42][CH2:43][CH2:44][CH2:45][CH2:46]/[CH:47]=[CH:48]\[CH2:49]/[CH:50]=[CH:51]\[CH2:52][CH2:53][CH2:54][CH2:55][CH3:56])[C:19](=[O:38])[CH2:20][CH2:21][CH2:22][CH2:23][CH2:24][CH2:25][CH2:26][CH2:27]/[CH:28]=[CH:29]\[CH2:30]/[CH:31]=[CH:32]\[CH2:33][CH2:34][CH2:35][CH2:36][CH3:37])[CH2:2][CH2:3][CH2:4][CH2:5][CH2:6][CH2:7]/[CH:8]=[CH:9]\[CH2:10]/[CH:11]=[CH:12]\[CH2:13][CH2:14][CH2:15][CH2:16][CH3:17].O(O)O.[BH4-].[Na+], predict the reaction product. The product is: [CH2:1]([CH:18]([CH:19]([OH:38])[CH2:20][CH2:21][CH2:22][CH2:23][CH2:24][CH2:25][CH2:26][CH2:27]/[CH:28]=[CH:29]\[CH2:30]/[CH:31]=[CH:32]\[CH2:33][CH2:34][CH2:35][CH2:36][CH3:37])[CH:39]([OH:57])[CH2:40][CH2:41][CH2:42][CH2:43][CH2:44][CH2:45][CH2:46]/[CH:47]=[CH:48]\[CH2:49]/[CH:50]=[CH:51]\[CH2:52][CH2:53][CH2:54][CH2:55][CH3:56])[CH2:2][CH2:3][CH2:4][CH2:5][CH2:6][CH2:7]/[CH:8]=[CH:9]\[CH2:10]/[CH:11]=[CH:12]\[CH2:13][CH2:14][CH2:15][CH2:16][CH3:17]. (3) Given the reactants [CH:1](=[O:10])[CH:2]=[CH:3][C:4]1[CH:9]=[CH:8][CH:7]=[CH:6][CH:5]=1.C(C1C(=O)C(Cl)=C(Cl)[C:15](=[O:16])C=1C#N)#N.CO, predict the reaction product. The product is: [C:1]([O:16][CH3:15])(=[O:10])[CH:2]=[CH:3][C:4]1[CH:9]=[CH:8][CH:7]=[CH:6][CH:5]=1. (4) The product is: [CH3:1][O:53][C:34]1[CH:33]=[C:12]([CH:11]=[CH:10][C:35]=1[O:36][CH3:37])[O:13][CH2:14][C:15]1[O:16][C:19]([C@@H:21]2[CH2:25][CH2:24][CH2:23][N:22]2[C:26]([O:28][C:29]([CH3:30])([CH3:31])[CH3:32])=[O:27])=[N:18][N:17]=1. Given the reactants [C:1]1(C)C=CC=CC=1.CO[C:10]1[CH:11]=[C:12]([CH:33]=[CH:34][C:35]=1[O:36][CH3:37])[O:13][CH2:14][C:15]([NH:17][NH:18][C:19]([C@@H:21]1[CH2:25][CH2:24][CH2:23][N:22]1[C:26]([O:28][C:29]([CH3:32])([CH3:31])[CH3:30])=[O:27])=O)=[O:16].CC[N+](S(N=C(OC)[O-])(=O)=O)(CC)CC.[OH2:53], predict the reaction product. (5) Given the reactants [CH2:1]([O:8][CH2:9][CH2:10][CH2:11][C@@H:12]([C:21]([NH:23][CH:24]([C:30](=O)[CH3:31])[C:25]([O:27][CH2:28][CH3:29])=[O:26])=[O:22])[NH:13]C(OC(C)(C)C)=O)[C:2]1[CH:7]=[CH:6][CH:5]=[CH:4][CH:3]=1.Cl, predict the reaction product. The product is: [CH2:1]([O:8][CH2:9][CH2:10][CH2:11][C:12]1[N:13]=[C:30]([CH3:31])[C:24]([C:25]([O:27][CH2:28][CH3:29])=[O:26])=[N:23][C:21]=1[OH:22])[C:2]1[CH:3]=[CH:4][CH:5]=[CH:6][CH:7]=1. (6) Given the reactants [Cl:1][C:2]1[CH:3]=[C:4]2[C:9](=[CH:10][C:11]=1[O:12][C:13]1[CH:21]=[CH:20][C:16]([C:17]([OH:19])=O)=[CH:15][CH:14]=1)[O:8][CH2:7][CH2:6][CH:5]2[C:22]([O:24][CH2:25][CH3:26])=[O:23].C(N(CC)CC)C.Cl.[CH3:35][C:36]1([CH3:43])[CH2:41][CH2:40][CH:39]([NH2:42])[CH2:38][CH2:37]1.Cl.C(N=C=NCCCN(C)C)C, predict the reaction product. The product is: [Cl:1][C:2]1[CH:3]=[C:4]2[C:9](=[CH:10][C:11]=1[O:12][C:13]1[CH:14]=[CH:15][C:16]([C:17](=[O:19])[NH:42][CH:39]3[CH2:40][CH2:41][C:36]([CH3:43])([CH3:35])[CH2:37][CH2:38]3)=[CH:20][CH:21]=1)[O:8][CH2:7][CH2:6][CH:5]2[C:22]([O:24][CH2:25][CH3:26])=[O:23]. (7) Given the reactants [F:1][C:2]([F:30])([F:29])[O:3][C:4]1[CH:9]=[CH:8][C:7]([S:10]([NH:13][C:14]2[CH:15]=[C:16]3[O:23][CH2:22][CH:21]([NH:24][C:25](=O)[CH2:26][CH3:27])[CH2:20][C:17]3=[N:18][CH:19]=2)(=[O:12])=[O:11])=[CH:6][CH:5]=1.B.C1COCC1, predict the reaction product. The product is: [CH2:25]([NH:24][CH:21]1[CH2:22][O:23][C:16]2[C:17](=[N:18][CH:19]=[C:14]([NH:13][S:10]([C:7]3[CH:8]=[CH:9][C:4]([O:3][C:2]([F:29])([F:1])[F:30])=[CH:5][CH:6]=3)(=[O:12])=[O:11])[CH:15]=2)[CH2:20]1)[CH2:26][CH3:27]. (8) Given the reactants [CH:1]1([N:7]=[C:8]=[O:9])[CH2:6][CH2:5][CH2:4][CH2:3][CH2:2]1.[OH:10][CH2:11][C:12]1[N:16]2[C:17](=[O:33])[N:18]([CH:20]3[CH2:25][CH2:24][N:23]([C:26]([O:28][C:29]([CH3:32])([CH3:31])[CH3:30])=[O:27])[CH2:22][CH2:21]3)[CH2:19][C:15]2=[CH:14][N:13]=1.ClCCl, predict the reaction product. The product is: [CH:1]1([NH:7][C:8]([O:10][CH2:11][C:12]2[N:16]3[C:17](=[O:33])[N:18]([CH:20]4[CH2:21][CH2:22][N:23]([C:26]([O:28][C:29]([CH3:31])([CH3:30])[CH3:32])=[O:27])[CH2:24][CH2:25]4)[CH2:19][C:15]3=[CH:14][N:13]=2)=[O:9])[CH2:6][CH2:5][CH2:4][CH2:3][CH2:2]1. (9) The product is: [CH3:19][O:20][C:21](=[O:30])[CH2:22][C:23]1[CH:24]=[CH:25][C:26]([C:18]#[C:17][C:5]2[CH:6]=[C:7]3[C:12](=[C:3]([CH2:1][CH3:2])[CH:4]=2)[O:11][C:10]([CH3:13])([CH3:14])[CH2:9][C:8]3([CH3:16])[CH3:15])=[CH:27][CH:28]=1. Given the reactants [CH2:1]([C:3]1[CH:4]=[C:5]([C:17]#[CH:18])[CH:6]=[C:7]2[C:12]=1[O:11][C:10]([CH3:14])([CH3:13])[CH2:9][C:8]2([CH3:16])[CH3:15])[CH3:2].[CH3:19][O:20][C:21](=[O:30])[CH2:22][C:23]1[CH:28]=[CH:27][C:26](I)=[CH:25][CH:24]=1.C(N(CC)CC)C, predict the reaction product. (10) Given the reactants [C:1]12([NH:6][S:7]([C:10]3[C:11]([Cl:17])=[N:12][CH:13]=[C:14]([Br:16])[CH:15]=3)(=[O:9])=[O:8])[CH2:5][CH:3]([CH2:4]1)[CH2:2]2.C1(P(C2C=CC=CC=2)C2C=CC=CC=2)C=CC=CC=1.[O:37]1[CH2:42][CH2:41][CH2:40][CH2:39][CH:38]1C(C(O)CO)=O.C1C[O:52][CH2:51][CH2:50]1, predict the reaction product. The product is: [C:1]12([N:6]([CH2:50][CH2:51][O:52][CH:38]3[CH2:39][CH2:40][CH2:41][CH2:42][O:37]3)[S:7]([C:10]3[C:11]([Cl:17])=[N:12][CH:13]=[C:14]([Br:16])[CH:15]=3)(=[O:9])=[O:8])[CH2:5][CH:3]([CH2:2]1)[CH2:4]2.